This data is from Full USPTO retrosynthesis dataset with 1.9M reactions from patents (1976-2016). The task is: Predict the reactants needed to synthesize the given product. (1) Given the product [Cl:25][C:23]1[CH:22]=[N:21][C:5]2=[N:6][C:7]([N:8]3[CH2:11][CH:10]([N:12]([CH3:20])[C:13](=[O:19])[O:14][C:15]([CH3:18])([CH3:17])[CH3:16])[CH2:9]3)=[C:2]([NH:27][NH2:28])[N:3]=[C:4]2[CH:24]=1, predict the reactants needed to synthesize it. The reactants are: Cl[C:2]1[N:3]=[C:4]2[CH:24]=[C:23]([Cl:25])[CH:22]=[N:21][C:5]2=[N:6][C:7]=1[N:8]1[CH2:11][CH:10]([N:12]([CH3:20])[C:13](=[O:19])[O:14][C:15]([CH3:18])([CH3:17])[CH3:16])[CH2:9]1.O.[NH2:27][NH2:28].CCOCC. (2) The reactants are: [Cl:1][C:2]1[C:3]([CH3:18])=[C:4]([CH:15]=[CH:16][N:17]=1)[C:5](N(C)C1C=CC=CC=1)=[O:6].CC(C[AlH]CC(C)C)C.C(C(C(C([O-])=O)O)O)([O-])=O.[Na+].[K+]. Given the product [Cl:1][C:2]1[C:3]([CH3:18])=[C:4]([CH:5]=[O:6])[CH:15]=[CH:16][N:17]=1, predict the reactants needed to synthesize it. (3) The reactants are: C(C1N([CH2:14][C:15]2[CH:32]=[CH:31][C:18]3/[C:19](=[CH:28]/[C:29]#[N:30])/[C:20]4[CH:27]=[CH:26][CH:25]=[CH:24][C:21]=4[CH2:22][CH2:23][C:17]=3[CH:16]=2)C2=NC(C)=CC(C)=C2N=1)C.CC(OI1(OC(C)=O)(OC(C)=O)OC(=O)C2C1=CC=CC=2)=[O:35].C(O)(C)C.O. Given the product [CH:14]([C:15]1[CH:32]=[CH:31][C:18]2/[C:19](=[CH:28]/[C:29]#[N:30])/[C:20]3[CH:27]=[CH:26][CH:25]=[CH:24][C:21]=3[CH2:22][CH2:23][C:17]=2[CH:16]=1)=[O:35], predict the reactants needed to synthesize it. (4) Given the product [CH2:1]([C:8]1[C:9]([CH:18]([NH:22][CH2:1][CH2:8][CH2:9][N:10]2[C:33](=[O:35])[C:34]3[C:38](=[CH:7][CH:2]=[CH:3][CH:4]=3)[C:37]2=[O:40])[CH:19]([CH3:20])[CH3:21])=[N:10][C:11]2[C:16]([CH:17]=1)=[CH:15][CH:14]=[CH:13][CH:12]=2)[C:2]1[CH:3]=[CH:4][CH:5]=[CH:6][CH:7]=1, predict the reactants needed to synthesize it. The reactants are: [CH2:1]([C:8]1[C:9]([CH:18]([NH2:22])[CH:19]([CH3:21])[CH3:20])=[N:10][C:11]2[C:16]([CH:17]=1)=[CH:15][CH:14]=[CH:13][CH:12]=2)[C:2]1[CH:7]=[CH:6][CH:5]=[CH:4][CH:3]=1.C(O[BH-](O[C:33](=[O:35])[CH3:34])OC(=O)C)(=O)C.[Na+].[C:37]([OH:40])(=O)[CH3:38].O. (5) Given the product [CH2:19]([O:12][C:11]([C:9]1[CH:10]=[C:3]2[C:2](=[O:1])[CH2:7][CH2:6][CH2:5][N:4]2[N:8]=1)=[O:13])[CH3:20], predict the reactants needed to synthesize it. The reactants are: [O:1]=[C:2]1[CH2:7][CH2:6][CH2:5][N:4]2[N:8]=[C:9]([C:11]([OH:13])=[O:12])[CH:10]=[C:3]12.S(=O)(=O)(O)O.[CH3:19][CH2:20]O.